This data is from Full USPTO retrosynthesis dataset with 1.9M reactions from patents (1976-2016). The task is: Predict the reactants needed to synthesize the given product. (1) Given the product [CH2:13]([N:20]1[C:24](=[O:25])/[C:23](=[CH:1]/[C:3]2[CH:4]=[CH:5][C:6]([OH:12])=[C:7]([CH:11]=2)[C:8]([OH:10])=[O:9])/[NH:22][C:21]1=[O:26])[C:14]1[CH:15]=[CH:16][CH:17]=[CH:18][CH:19]=1, predict the reactants needed to synthesize it. The reactants are: [CH:1]([C:3]1[CH:4]=[CH:5][C:6]([OH:12])=[C:7]([CH:11]=1)[C:8]([OH:10])=[O:9])=O.[CH2:13]([N:20]1[C:24](=[O:25])[CH2:23][NH:22][C:21]1=[O:26])[C:14]1[CH:19]=[CH:18][CH:17]=[CH:16][CH:15]=1.NCCO.Cl. (2) Given the product [Cl:18][C:12]1[C:10]([NH2:11])=[C:9]([N+:15]([O-:17])=[O:16])[C:8]([N:5]2[CH2:4][CH2:3][N:2]([CH3:1])[CH2:7][CH2:6]2)=[CH:14][CH:13]=1, predict the reactants needed to synthesize it. The reactants are: [CH3:1][N:2]1[CH2:7][CH2:6][N:5]([C:8]2[C:9]([N+:15]([O-:17])=[O:16])=[C:10]([CH:12]=[CH:13][CH:14]=2)[NH2:11])[CH2:4][CH2:3]1.[Cl:18]N1C(=O)CCC1=O. (3) Given the product [NH2:1][C:2]1[CH:11]=[CH:10][C:9]([CH2:12][CH2:13][CH2:14][O:15][CH3:16])=[CH:8][C:3]=1[C:4]([O:6][CH3:7])=[O:5], predict the reactants needed to synthesize it. The reactants are: [NH2:1][C:2]1[CH:11]=[CH:10][C:9](/[CH:12]=[CH:13]/[CH2:14][O:15][CH3:16])=[CH:8][C:3]=1[C:4]([O:6][CH3:7])=[O:5]. (4) The reactants are: Cl[C:2]1[C:21]([C:22]2[N:26](C3CCCCO3)[N:25]=[CH:24][CH:23]=2)=[CH:20][C:5]([C:6]([NH:8][C:9]2[CH:14]=[CH:13][C:12]([O:15][C:16]([Cl:19])([F:18])[F:17])=[CH:11][CH:10]=2)=[O:7])=[CH:4][N:3]=1.[CH2:33]1[C:36]2([CH2:39][NH:38][CH2:37]2)[CH2:35][N:34]1C(OC(C)(C)C)=O. Given the product [Cl:19][C:16]([F:17])([F:18])[O:15][C:12]1[CH:13]=[CH:14][C:9]([NH:8][C:6](=[O:7])[C:5]2[CH:20]=[C:21]([C:22]3[NH:26][N:25]=[CH:24][CH:23]=3)[C:2]([N:34]3[CH2:35][C:36]4([CH2:39][NH:38][CH2:37]4)[CH2:33]3)=[N:3][CH:4]=2)=[CH:10][CH:11]=1, predict the reactants needed to synthesize it.